From a dataset of Retrosynthesis with 50K atom-mapped reactions and 10 reaction types from USPTO. Predict the reactants needed to synthesize the given product. (1) Given the product Cc1cccc(NC(=O)NCC(=O)N2C(C(=O)OC(C)C)CCC2c2ccccc2)c1, predict the reactants needed to synthesize it. The reactants are: CC(C)OC(=O)C1CCC(c2ccccc2)N1.Cc1cccc(NC(=O)NCC(=O)O)c1. (2) Given the product COc1cc(OC[C@@H]2C[C@H](O)CN2C(=O)CO)c2c(Nc3ccc(F)c(Cl)c3)ncnc2c1, predict the reactants needed to synthesize it. The reactants are: COc1cc(OC[C@@H]2C[C@H](O)CN2)c2c(Nc3ccc(F)c(Cl)c3)ncnc2c1.O=C(O)CO. (3) Given the product Cc1ccc(C(O[C@@H]2CCC[C@H](CC3SC(=O)NC3=O)C2)c2cocn2)c(C)c1, predict the reactants needed to synthesize it. The reactants are: Cc1ccc(C(O[C@@H]2CCC[C@H](C=C3SC(=O)NC3=O)C2)c2cocn2)c(C)c1. (4) The reactants are: COCN.O=C(O)CN(CC(=O)O)C(=O)OCc1ccccc1. Given the product COCNC(=O)CN(CC(=O)O)C(=O)OCc1ccccc1, predict the reactants needed to synthesize it. (5) Given the product CN(N)CCCO[Si](C)(C)C(C)(C)C, predict the reactants needed to synthesize it. The reactants are: CN(CCCO[Si](C)(C)C(C)(C)C)NC(=O)OC(C)(C)C.